This data is from Forward reaction prediction with 1.9M reactions from USPTO patents (1976-2016). The task is: Predict the product of the given reaction. (1) Given the reactants [CH3:1][C:2]1[CH:3]=[C:4]([CH:8]=[CH:9][C:10]=1[CH3:11])[C:5]([OH:7])=O.CN(C(ON1N=NC2C=CC=CC1=2)=[N+](C)C)C.[B-](F)(F)(F)F.CCN(C(C)C)C(C)C.[CH3:43][NH:44][C@@H:45]([CH2:52][CH2:53][CH3:54])[CH2:46][N:47]1[CH2:50][CH:49]([OH:51])[CH2:48]1, predict the reaction product. The product is: [OH:51][CH:49]1[CH2:48][N:47]([CH2:46][C@@H:45]([N:44]([CH3:43])[C:5](=[O:7])[C:4]2[CH:8]=[CH:9][C:10]([CH3:11])=[C:2]([CH3:1])[CH:3]=2)[CH2:52][CH2:53][CH3:54])[CH2:50]1. (2) Given the reactants [CH3:1][N:2]([CH3:31])[C:3](=[O:30])[CH2:4][N:5]1[C:14]2[C:9](=[N:10][CH:11]=[C:12]([CH2:15][C:16]3[CH:21]=[CH:20][C:19]([F:22])=[CH:18][CH:17]=3)[CH:13]=2)[C:8]([OH:23])=[C:7]([C:24](OCC)=[O:25])[C:6]1=[O:29].[NH2:32][CH2:33][CH2:34][CH2:35][OH:36].[OH-].[Na+:38], predict the reaction product. The product is: [CH3:1][N:2]([CH3:31])[C:3](=[O:30])[CH2:4][N:5]1[C:14]2[C:9](=[N:10][CH:11]=[C:12]([CH2:15][C:16]3[CH:21]=[CH:20][C:19]([F:22])=[CH:18][CH:17]=3)[CH:13]=2)[C:8]([O-:23])=[C:7]([C:24]([NH:32][CH2:33][CH2:34][CH2:35][OH:36])=[O:25])[C:6]1=[O:29].[Na+:38].